Dataset: Forward reaction prediction with 1.9M reactions from USPTO patents (1976-2016). Task: Predict the product of the given reaction. (1) Given the reactants [CH2:1]([O:3][C:4]1[N:13]=[C:12]([OH:14])[C:11]2[C:6](=[C:7]([CH3:17])[C:8]([O:15][CH3:16])=[CH:9][CH:10]=2)[N:5]=1)[CH3:2].C([O:20][C:21]([C:23]1([NH:28][C:29]([CH:31]2[CH2:35][CH:34](O)[CH2:33][CH:32]2[C:37](=[O:46])[N:38]([CH2:40][CH2:41][CH2:42][CH2:43][CH:44]=[CH2:45])[CH3:39])=[O:30])[CH2:25][CH:24]1C=C)=[O:22])C, predict the reaction product. The product is: [CH2:1]([O:3][C:4]1[N:13]=[C:12]([O:14][CH:34]2[CH2:35][CH:31]3[CH:32]([C:37](=[O:46])[N:38]([CH3:39])[CH2:40][CH2:41][CH2:42][CH2:43][CH:44]=[CH:45][CH:25]4[C:23]([C:21]([OH:20])=[O:22])([NH:28][C:29]3=[O:30])[CH2:24]4)[CH2:33]2)[C:11]2[C:6](=[C:7]([CH3:17])[C:8]([O:15][CH3:16])=[CH:9][CH:10]=2)[N:5]=1)[CH3:2]. (2) Given the reactants [Cl:1][CH2:2][S:3]([C:5]1[CH:10]=[CH:9][C:8]([CH3:11])=[CH:7][CH:6]=1)=O.[CH3:12][C:13]1[CH:18]=[CH:17][C:16]([CH3:19])=[C:15]([CH3:20])[C:14]=1[CH3:21].[F:22][C:23]([F:36])([F:35])[S:24]([O:27]S(C(F)(F)F)(=O)=O)(=[O:26])=[O:25], predict the reaction product. The product is: [O-:27][S:24]([C:23]([F:36])([F:35])[F:22])(=[O:26])=[O:25].[Cl:1][CH2:2][S+:3]([C:18]1[CH:17]=[C:16]([CH3:19])[C:15]([CH3:20])=[C:14]([CH3:21])[C:13]=1[CH3:12])[C:5]1[CH:10]=[CH:9][C:8]([CH3:11])=[CH:7][CH:6]=1. (3) Given the reactants [N+:1]([C:4]1[CH:5]=[C:6]([CH:12]=[C:13]([C:15]([F:18])([F:17])[F:16])[CH:14]=1)[C:7]([N:9]([CH3:11])[CH3:10])=[O:8])([O-])=O, predict the reaction product. The product is: [NH2:1][C:4]1[CH:5]=[C:6]([CH:12]=[C:13]([C:15]([F:16])([F:17])[F:18])[CH:14]=1)[C:7]([N:9]([CH3:11])[CH3:10])=[O:8]. (4) Given the reactants [Cl:1][CH:2]([Cl:23])[C:3]1[O:4][C@H:5]([C:13]2[CH:18]=[CH:17][C:16]([S:19]([CH3:22])(=[O:21])=[O:20])=[CH:15][CH:14]=2)[C@H:6]([C:8]([O:10][CH2:11][CH3:12])=[O:9])[N:7]=1.C[O-].[Na+].Cl.C(Cl)Cl, predict the reaction product. The product is: [Cl:23][CH:2]([Cl:1])[C:3]1[O:4][C@H:5]([C:13]2[CH:18]=[CH:17][C:16]([S:19]([CH3:22])(=[O:21])=[O:20])=[CH:15][CH:14]=2)[C@@H:6]([C:8]([O:10][CH2:11][CH3:12])=[O:9])[N:7]=1. (5) The product is: [CH2:1]([CH:8]1[O:12][C:11](=[O:13])[C:10]([CH:15]([C:16]2[CH:21]=[CH:20][CH:19]=[CH:18][CH:17]=2)[C:24]2[NH:23][C:31]3[C:26]([C:25]=2[CH2:32][CH2:33][NH:34][C:35](=[O:37])[CH3:36])=[CH:27][CH:28]=[CH:29][CH:30]=3)=[C:9]1[OH:14])[C:2]1[CH:3]=[CH:4][CH:5]=[CH:6][CH:7]=1. Given the reactants [CH2:1]([CH:8]1[O:12][C:11](=[O:13])[CH:10]=[C:9]1[OH:14])[C:2]1[CH:7]=[CH:6][CH:5]=[CH:4][CH:3]=1.[CH:15](=O)[C:16]1[CH:21]=[CH:20][CH:19]=[CH:18][CH:17]=1.[NH:23]1[C:31]2[C:26](=[CH:27][CH:28]=[CH:29][CH:30]=2)[C:25]([CH2:32][CH2:33][NH:34][C:35](=[O:37])[CH3:36])=[CH:24]1, predict the reaction product. (6) Given the reactants [SH:1][C:2]1[S:3][C:4]2[CH:10]=[CH:9][C:8]([C:11]#[N:12])=[CH:7][C:5]=2[N:6]=1.[Cl:13][C:14]1[CH:19]=[C:18]([N+:20]([O-:22])=[O:21])[CH:17]=[C:16]([Cl:23])[C:15]=1Cl.[H-].[Na+], predict the reaction product. The product is: [Cl:13][C:14]1[CH:19]=[C:18]([N+:20]([O-:22])=[O:21])[CH:17]=[C:16]([Cl:23])[C:15]=1[S:1][C:2]1[S:3][C:4]2[CH:10]=[CH:9][C:8]([C:11]#[N:12])=[CH:7][C:5]=2[N:6]=1.